From a dataset of Forward reaction prediction with 1.9M reactions from USPTO patents (1976-2016). Predict the product of the given reaction. (1) Given the reactants [C:1]([C:3]1[CH:4]=[C:5](/[CH:9]=[CH:10]/[C:11]([OH:13])=O)[CH:6]=[CH:7][CH:8]=1)#[N:2].[NH:14]1[CH2:18][CH2:17][CH2:16][C@H:15]1[CH2:19][N:20]1[CH2:25][CH2:24][CH2:23][CH2:22][CH2:21]1, predict the reaction product. The product is: [O:13]=[C:11]([N:14]1[CH2:18][CH2:17][CH2:16][C@H:15]1[CH2:19][N:20]1[CH2:25][CH2:24][CH2:23][CH2:22][CH2:21]1)/[CH:10]=[CH:9]/[C:5]1[CH:4]=[C:3]([CH:8]=[CH:7][CH:6]=1)[C:1]#[N:2]. (2) Given the reactants [Br:1][C:2]1[CH:3]=[C:4]([NH:10][C:11](=[O:17])[O:12][C:13]([CH3:16])([CH3:15])[CH3:14])[CH:5]=[C:6]([CH2:8][OH:9])[CH:7]=1, predict the reaction product. The product is: [Br:1][C:2]1[CH:3]=[C:4]([NH:10][C:11](=[O:17])[O:12][C:13]([CH3:15])([CH3:14])[CH3:16])[CH:5]=[C:6]([CH:8]=[O:9])[CH:7]=1. (3) Given the reactants C(O[B:5]1[O:9][C:8]([CH3:11])([CH3:10])[C:7]([CH3:13])([CH3:12])[O:6]1)(C)C.C([Li])CCC.[F:19][C:20]1[CH:21]=[C:22]([C:27]2[C:28]([CH3:33])=[N:29][O:30][C:31]=2[CH3:32])[CH:23]=[C:24]([F:26])[CH:25]=1, predict the reaction product. The product is: [F:26][C:24]1[CH:23]=[C:22]([C:27]2[C:28]([CH3:33])=[N:29][O:30][C:31]=2[CH3:32])[CH:21]=[C:20]([F:19])[C:25]=1[B:5]1[O:6][C:7]([CH3:12])([CH3:13])[C:8]([CH3:10])([CH3:11])[O:9]1.